From a dataset of Forward reaction prediction with 1.9M reactions from USPTO patents (1976-2016). Predict the product of the given reaction. Given the reactants [F:1][C:2]([F:15])([F:14])[S:3]([O:6]S(C(F)(F)F)(=O)=O)(=[O:5])=[O:4].O[C:17]1[C:24]([CH3:25])=[CH:23][C:20]([C:21]#[N:22])=[CH:19][C:18]=1[CH3:26].N1C=CC=CC=1, predict the reaction product. The product is: [F:1][C:2]([F:15])([F:14])[S:3]([O:6][C:17]1[C:24]([CH3:25])=[CH:23][C:20]([C:21]#[N:22])=[CH:19][C:18]=1[CH3:26])(=[O:5])=[O:4].